This data is from Forward reaction prediction with 1.9M reactions from USPTO patents (1976-2016). The task is: Predict the product of the given reaction. (1) Given the reactants [CH2:1]([O:3][C:4]1[CH:12]=[C:11]2[C:7]([CH2:8][C@H:9]([NH:14]C(=O)C3C=CC=CC=3CO)[C@H:10]2[OH:13])=[CH:6][CH:5]=1)[CH3:2].C(OC1C=C2C(C[C@H](NC(=O)C3C=CC=CC=3CO)[C@@H]2O)=CC=1)C, predict the reaction product. The product is: [NH2:14][C@H:9]1[CH2:8][C:7]2[C:11](=[CH:12][C:4]([O:3][CH2:1][CH3:2])=[CH:5][CH:6]=2)[C@@H:10]1[OH:13]. (2) Given the reactants [NH:1](C(OCC1C2C(=CC=CC=2)C2C1=CC=CC=2)=O)[C@H:2]([C:20]([NH:22][C:23]1[CH:32]=[C:31]2[C:26]([C:27]([CH3:34])=[CH:28][C:29](=[O:33])[O:30]2)=[CH:25][CH:24]=1)=[O:21])[CH2:3][C:4]1[C:12]2[C:7](=[CH:8][CH:9]=[CH:10][CH:11]=2)[N:6]([C:13]([O:15][C:16]([CH3:19])([CH3:18])[CH3:17])=[O:14])[CH:5]=1.C(S)CCCCCCC.C1CCN2C(=NCCC2)CC1, predict the reaction product. The product is: [NH2:1][C@H:2]([C:20]([NH:22][C:23]1[CH:32]=[C:31]2[C:26]([C:27]([CH3:34])=[CH:28][C:29](=[O:33])[O:30]2)=[CH:25][CH:24]=1)=[O:21])[CH2:3][C:4]1[C:12]2[C:7](=[CH:8][CH:9]=[CH:10][CH:11]=2)[N:6]([C:13]([O:15][C:16]([CH3:17])([CH3:18])[CH3:19])=[O:14])[CH:5]=1. (3) Given the reactants [F:1][C:2]1[C:3]([CH:14]=[O:15])=[CH:4][NH:5][C:6]=1[C:7]1[C:8]([F:13])=[N:9][CH:10]=[CH:11][CH:12]=1.[H-].[Na+].C1OCCOCCOCCOCCOC1.[N:33]1[CH:38]=[CH:37][CH:36]=[C:35]([S:39](Cl)(=[O:41])=[O:40])[CH:34]=1, predict the reaction product. The product is: [F:1][C:2]1[C:3]([CH:14]=[O:15])=[CH:4][N:5]([S:39]([C:35]2[CH:34]=[N:33][CH:38]=[CH:37][CH:36]=2)(=[O:41])=[O:40])[C:6]=1[C:7]1[C:8]([F:13])=[N:9][CH:10]=[CH:11][CH:12]=1. (4) Given the reactants [Cl:1][C:2]1[CH:3]=[C:4]([CH2:9][C:10](O)=O)[CH:5]=[CH:6][C:7]=1[Cl:8].CN(C(ON1N=NC2C=CC=NC1=2)=[N+](C)C)C.F[P-](F)(F)(F)(F)F.CCN(C(C)C)C(C)C.[NH:46]([C:48](=[S:69])[C:49]([NH:51][C:52]1[CH:53]=[C:54]2[C:59](=[CH:60][CH:61]=1)[CH2:58][N:57]([C:62]([O:64][C:65]([CH3:68])([CH3:67])[CH3:66])=[O:63])[CH2:56][CH2:55]2)=[O:50])[NH2:47], predict the reaction product. The product is: [Cl:1][C:2]1[CH:3]=[C:4]([CH2:9][C:10]2[S:69][C:48]([C:49]([NH:51][C:52]3[CH:53]=[C:54]4[C:59](=[CH:60][CH:61]=3)[CH2:58][N:57]([C:62]([O:64][C:65]([CH3:68])([CH3:67])[CH3:66])=[O:63])[CH2:56][CH2:55]4)=[O:50])=[N:46][N:47]=2)[CH:5]=[CH:6][C:7]=1[Cl:8].